From a dataset of Experimentally validated miRNA-target interactions with 360,000+ pairs, plus equal number of negative samples. Binary Classification. Given a miRNA mature sequence and a target amino acid sequence, predict their likelihood of interaction. (1) The miRNA is dre-miR-206-3p with sequence UGGAAUGUAAGGAAGUGUGUGG. The protein sequence of the target gene is MAEETQHNKLAAAKKKLKEYWQKNSPRVPAGANRNRKTNGSIPQTATSGGCQPPGDSATGFHREGPTSSATLKDLESPCQERAVVLDSRSVEISQLKNTIKSLKQQKKQVEHQLEEEKKANNKKQKAKRVLEVQLQTLNIQKEELNTDLYHMKRSLRYFEEKSKDLAVRLQHSLQRKGELESVLSDVMATQKKKANQLSSPSKAGTEWKLEQSMREEALLKVQLTQLKESFQQVQLERDEYSEHLKGERARWQQRMRKMSQEICTLKKEKQQDMRRVEKLERSLSKLKNQMAEPLPPEPP.... Result: 0 (no interaction). (2) The miRNA is rno-miR-18a-5p with sequence UAAGGUGCAUCUAGUGCAGAUAG. The protein sequence of the target gene is MTGRVCRGCGGTDIELDAARGDAVCTACGSVLEDNIIVSEVQFVESSGGGSSAVGQFVSLDGAGKTPTLGGGFHVNLGKESRAQTLQNGRRHIHHLGNQLQLNQHCLDTAFNFFKMAVSRHLTRGRKMAHVIAACLYLVCRTEGTPHMLLDLSDLLQVNVYVLGKTFLLLARELCINAPAIDPCLYIPRFAHLLEFGEKNHEVSMTALRLLQRMKRDWMHTGRRPSGLCGAALLVAARMHDFRRTVKEVISVVKVCESTLRKRLTEFEDTPTSQLTIDEFMKIDLEEECDPPSYTAGQRK.... Result: 0 (no interaction). (3) The miRNA is hsa-miR-5190 with sequence CCAGUGACUGAGCUGGAGCCA. Result: 1 (interaction). The protein sequence of the target gene is MNGDDAFVRRPRVGSQIPEKMQKAFDDIAKYFSEKEWEKMKASEKIIYVYMKRKYEAMTKLGFKATLPPFMRNKRVADFQGNDFDNDPNRGNQVEHPQMTFGRLQGIFPKITPEKPAEEGNDSKGVPEASGPQNNGKQLRPSGKLNTSEKVNKTSGPKRGKHAWTHRVRERKQLVIYEEISDPQEDDE. (4) Result: 0 (no interaction). The protein sequence of the target gene is MADSKAKPAKAANKTPPKSPGDPARAAKRLSLESEGANEGATAAPELSALEEAFRRFAVHGDTRATGKEMHGKNWSKLCKDCHVIDGKNVTVTDVDIVFSKIKGKSCRTITFEQFQEALEELAKKRFKDKSSEEAVREVHRLIEGRAPVISGVTKAVSSPTVSRLTDTSKFTGSHKERFDQSGKGKGKAGRVDLVDESGYVPGYKHAGTYDQKVQGGK. The miRNA is hsa-miR-4757-5p with sequence AGGCCUCUGUGACGUCACGGUGU. (5) The miRNA is hsa-miR-1279 with sequence UCAUAUUGCUUCUUUCU. The protein sequence of the target gene is MGCGTSKVLPEPPKDVQLDLVKKVEPFSGTKNDVYKHFITEVDSVGPLKAGFPATSQYAPPCPGVPNTGHTAPPSEPPRRARVAKYRAKFDPRVTAKYDIKALIGRGSFSRVVRVEHRATRQPYAIKMIETKYREGREVCESELRVLRRVRHANIIQLVEVFETQERVYMVMELATGGELFDRIIAKGSFTERDATRVLQMVLDGVRYLHALGITHRDLKPENLLYYHPGTDSKIIITDFGLASARKKGDDCLMKTTCGTPEYIAPEVLVRKPYTNSVDMWALGVIAYILLSGTMPFEDD.... Result: 0 (no interaction). (6) The miRNA is mmu-miR-6951-3p with sequence CUUUUUUCUUCACAAAUACAG. The protein sequence of the target gene is MEAEETMECLQEFPEHHKMILDRLNEQREQDRFTDITLIVDGHHFKAHKAVLAACSKFFYKFFQEFTQEPLVEIEGVSKMAFRHLIEFTYTAKLMIQGEEEANDVWKAAEFLQMLEAIKALEVRNKENSAPLEENTTGKNEAKKRKIAETSNVITESLPSAESEPVEIEVEIAEGTIEVEDEGIETLEEVASAKQSVKYIQSTGSSDDSALALLADITSKYRQGDRKGQIKEDGCPSDPTSKQVEGIEIVELQLSHVKDLFHCEKCNRSFKLFYHFKEHMKSHSTESFKCEICNKRYLRE.... Result: 0 (no interaction). (7) The miRNA is hsa-miR-5189-5p with sequence UCUGGGCACAGGCGGAUGGACAGG. The protein sequence of the target gene is MAVNPLLTPTGQQTIPLIPSPFGPPTVDRDVLPSTVAPTDPRQFCVPSQFGSSVLPNTNMANVLSSRIYPGWGILPPESIKAVARRNEMIQRHHTARTEMEMYAIYQQRRMEKINPKGLAGLGIPFLYGSSVPAAPAAYHGRSMLPAGDLHFHRSTLRNLQGNPMLAATAPHFEESWGQRCRRLRKNTGNQKALDSDAESSKSQAEEKILGQTHAVPYEEDHYAKDPDIEAPSNQKSSETNEKPTTALANTCGELEPTHRKPWGSHTTTLKAKAWDDGKEEASEQIFATCDEKNGVCPPV.... Result: 0 (no interaction).